This data is from Forward reaction prediction with 1.9M reactions from USPTO patents (1976-2016). The task is: Predict the product of the given reaction. Given the reactants Cl[C:2]1([C:8]([N:10]2[CH2:15][CH2:14][CH2:13][CH2:12][CH2:11]2)=[O:9])[CH:7]=[CH:6][CH:5]=[CH:4][NH:3]1.C(=[NH:29])(C1C=CC=CC=1)C1C=CC=CC=1.C1(P(C2C=CC=CC=2)C2C=CC3C(=CC=CC=3)C=2C2C3C(=CC=CC=3)C=CC=2P(C2C=CC=CC=2)C2C=CC=CC=2)C=CC=CC=1.CC(C)([O-])C.[Na+].Cl, predict the reaction product. The product is: [NH2:29][C:2]1([C:8]([N:10]2[CH2:15][CH2:14][CH2:13][CH2:12][CH2:11]2)=[O:9])[CH:7]=[CH:6][CH:5]=[CH:4][NH:3]1.